This data is from Forward reaction prediction with 1.9M reactions from USPTO patents (1976-2016). The task is: Predict the product of the given reaction. Given the reactants [F:1][C:2]1[CH:7]=[CH:6][CH:5]=[CH:4][C:3]=1[C:8]1([CH3:13])[O:12][CH2:11][CH2:10][O:9]1.CN(C)CCN(C)[CH2:19][CH2:20]N(C)C.C([Li])CCC.[Cl-].[NH4+].[CH2:33]1[CH2:37][O:36][CH2:35][CH2:34]1, predict the reaction product. The product is: [F:1][C:2]1[C:7]([CH:35]([OH:36])[CH2:34][CH2:33][CH2:37][CH2:19][CH3:20])=[CH:6][CH:5]=[CH:4][C:3]=1[C:8]1([CH3:13])[O:9][CH2:10][CH2:11][O:12]1.